This data is from Forward reaction prediction with 1.9M reactions from USPTO patents (1976-2016). The task is: Predict the product of the given reaction. (1) Given the reactants [Cl:1][C:2]1[CH:7]=[CH:6][C:5]([C:8]2([C:12]3[C:21]4[C:16](=[CH:17][CH:18]=[C:19]([O:22][CH2:23][CH2:24][NH:25]C(=O)OC(C)(C)C)[CH:20]=4)[CH2:15][CH2:14][N:13]=3)[CH2:11][CH2:10][CH2:9]2)=[CH:4][CH:3]=1.NC1C=CC=CN=1.[CH3:40][S:41](Cl)(=[O:43])=[O:42].O, predict the reaction product. The product is: [Cl:1][C:2]1[CH:7]=[CH:6][C:5]([C:8]2([C:12]3[C:21]4[C:16](=[CH:17][CH:18]=[C:19]([O:22][CH2:23][CH2:24][NH:25][S:41]([CH3:40])(=[O:43])=[O:42])[CH:20]=4)[CH2:15][CH2:14][N:13]=3)[CH2:11][CH2:10][CH2:9]2)=[CH:4][CH:3]=1. (2) Given the reactants [CH3:1][C:2]1[CH:7]=[CH:6][CH:5]=[C:4]([CH3:8])[C:3]=1[C:9]1[CH:17]=[C:16]([O:18][CH3:19])[C:12]([C:13]([O-])=[O:14])=[C:11]([CH:20]=[CH2:21])[N:10]=1.[CH:22]([C:25]1[CH:26]=[CH:27][C:28]([CH3:32])=[C:29]([CH:31]=1)[NH2:30])([CH3:24])[CH3:23], predict the reaction product. The product is: [CH3:8][C:4]1[CH:5]=[CH:6][CH:7]=[C:2]([CH3:1])[C:3]=1[C:9]1[CH:17]=[C:16]([O:18][CH3:19])[C:12]2[C:13](=[O:14])[N:30]([C:29]3[CH:31]=[C:25]([CH:22]([CH3:23])[CH3:24])[CH:26]=[CH:27][C:28]=3[CH3:32])[CH2:21][CH2:20][C:11]=2[N:10]=1. (3) The product is: [CH3:1][O:2][C:3]1[CH:8]=[CH:7][C:6]([NH:9][NH:10][C:11](=[O:13])[CH3:12])=[CH:5][CH:4]=1. Given the reactants [CH3:1][O:2][C:3]1[CH:8]=[CH:7][C:6]([NH:9][NH2:10])=[CH:5][CH:4]=1.[C:11](OC(=O)C)(=[O:13])[CH3:12], predict the reaction product. (4) Given the reactants O.C[O:3][C:4]([C@@H:6]1[CH2:10][C@H:9]([N:11]=[N+]=[N-])[CH2:8][N:7]1[C:14]([O:16][C:17]([CH3:20])([CH3:19])[CH3:18])=[O:15])=O.C1(P(C2C=CC=CC=2)C2C=CC=CC=2)C=CC=CC=1, predict the reaction product. The product is: [C:17]([O:16][C:14]([N:7]1[CH2:8][C@@H:9]([NH2:11])[CH2:10][C@H:6]1[CH2:4][OH:3])=[O:15])([CH3:20])([CH3:19])[CH3:18]. (5) Given the reactants [CH2:1]([N:8]1[C:16]([N:17]2[CH:21]=[CH:20][CH:19]=[N:18]2)=[N:15][C:14]2[C:9]1=[N:10][CH:11]=[N:12][C:13]=2[NH2:22])[C:2]1[CH:7]=[CH:6][CH:5]=[CH:4][CH:3]=1.[C:23](Cl)(=[O:30])[C:24]1[CH:29]=[CH:28][CH:27]=[CH:26][CH:25]=1.[C:32]1(C)[CH:37]=[CH:36][CH:35]=[CH:34][CH:33]=1.[C:39](=[O:42])(O)[O-].[Na+].CC[O:46]CC, predict the reaction product. The product is: [C:23]([N:22]([C:13]1[N:12]=[CH:11][N:10]=[C:9]2[C:14]=1[N:15]=[C:16]([N:17]1[CH:21]=[CH:20][CH:19]=[N:18]1)[N:8]2[C:1](=[O:46])[C:2]1[CH:7]=[CH:6][CH:5]=[CH:4][CH:3]=1)[C:39](=[O:42])[C:32]1[CH:37]=[CH:36][CH:35]=[CH:34][CH:33]=1)(=[O:30])[C:24]1[CH:29]=[CH:28][CH:27]=[CH:26][CH:25]=1. (6) Given the reactants [NH2:1][C:2]1[CH:3]=[C:4]([C:10]2[O:11][C:12]3[CH:18]=[CH:17][C:16]([C:19]4[S:20][C:21]5[CH:27]=[CH:26][CH:25]=[CH:24][C:22]=5[CH:23]=4)=[CH:15][C:13]=3[N:14]=2)[C:5]([O:8][CH3:9])=[CH:6][CH:7]=1.[CH:28]1[C:33]([C:34]([OH:36])=[O:35])=[CH:32][C:31]2[C:37]([O:39][C:40](=O)[C:30]=2[CH:29]=1)=[O:38], predict the reaction product. The product is: [CH3:9][O:8][C:5]1[C:4]([C:10]2[O:11][C:12]3[CH:18]=[CH:17][C:16]([C:19]4[S:20][C:21]5[CH:27]=[CH:26][CH:25]=[CH:24][C:22]=5[CH:23]=4)=[CH:15][C:13]=3[N:14]=2)=[CH:3][C:2]([N:1]2[C:37](=[O:38])[C:31]3[C:30](=[CH:29][CH:28]=[C:33]([C:34]([OH:36])=[O:35])[CH:32]=3)[C:40]2=[O:39])=[CH:7][CH:6]=1. (7) Given the reactants [NH2:1][C:2]1[CH:3]=[CH:4][C:5]([C:8]#[N:9])=[N:6][CH:7]=1.[H-].[Na+].[CH2:12](Br)[C:13]1[CH:18]=[CH:17][CH:16]=[CH:15][CH:14]=1, predict the reaction product. The product is: [CH2:12]([N:1]([CH2:12][C:13]1[CH:18]=[CH:17][CH:16]=[CH:15][CH:14]=1)[C:2]1[CH:3]=[CH:4][C:5]([C:8]#[N:9])=[N:6][CH:7]=1)[C:13]1[CH:18]=[CH:17][CH:16]=[CH:15][CH:14]=1. (8) Given the reactants [NH2:1][C:2]1[S:3][C@:4]2([CH2:19][OH:20])[C@H:6]([C@:7]([C:11]3[CH:16]=[C:15]([Br:17])[CH:14]=[CH:13][C:12]=3[F:18])([CH2:9][F:10])[N:8]=1)[CH2:5]2.[C:21](O[C:21]([O:23][C:24]([CH3:27])([CH3:26])[CH3:25])=[O:22])([O:23][C:24]([CH3:27])([CH3:26])[CH3:25])=[O:22].C(=O)(O)[O-].[Na+], predict the reaction product. The product is: [C:24]([O:23][C:21](=[O:22])[NH:1][C:2]1[S:3][C@:4]2([CH2:19][OH:20])[C@H:6]([C@:7]([C:11]3[CH:16]=[C:15]([Br:17])[CH:14]=[CH:13][C:12]=3[F:18])([CH2:9][F:10])[N:8]=1)[CH2:5]2)([CH3:27])([CH3:26])[CH3:25]. (9) Given the reactants [Br:1][C:2]1[CH:7]=[CH:6][C:5]([Cl:8])=[CH:4][C:3]=1[C:9]1[C:10]2[C:18](=[O:19])[CH2:17][CH2:16][C:11]=2[NH:12][C:13](=[O:15])[CH:14]=1.Br[CH2:21][C:22]([O:24][C:25]([CH3:28])([CH3:27])[CH3:26])=[O:23].C(=O)([O-])[O-].[K+].[K+], predict the reaction product. The product is: [Br:1][C:2]1[CH:7]=[CH:6][C:5]([Cl:8])=[CH:4][C:3]=1[C:9]1[C:10]2[C:18](=[O:19])[CH2:17][CH2:16][C:11]=2[N:12]([CH2:21][C:22]([O:24][C:25]([CH3:28])([CH3:27])[CH3:26])=[O:23])[C:13](=[O:15])[CH:14]=1. (10) Given the reactants [Cl:1][C:2]1[CH:7]=[C:6]([Cl:8])[CH:5]=[CH:4][C:3]=1[CH2:9][N:10]1[C:15](=[O:16])[C:14]([C:17]([NH:19][CH2:20][C:21](OCC)=O)=[O:18])=[C:13]([OH:26])[C:12](C(OC)=O)=[C:11]1[OH:31].Cl[C:33]1[CH:38]=C(Cl)C=[CH:35][C:34]=1CNC1OC(=O)C2C(=O)OC(C)(C)OC=2C=1.C(N(CC)C(C)C)(C)C.[N:65]([CH2:68][C:69]([O:71]CC)=[O:70])=[C:66]=[O:67], predict the reaction product. The product is: [Cl:1][C:2]1[CH:7]=[C:6]([Cl:8])[CH:5]=[CH:4][C:3]=1[CH2:9][N:10]1[C:15]([OH:16])=[C:14]([C:17]([NH:19][C:20]2[CH:35]=[CH:34][CH:33]=[CH:38][CH:21]=2)=[O:18])[C:13]([OH:26])=[C:12]([C:66]([NH:65][CH2:68][C:69]([OH:71])=[O:70])=[O:67])[C:11]1=[O:31].